This data is from Reaction yield outcomes from USPTO patents with 853,638 reactions. The task is: Predict the reaction yield, written as a fraction of the theoretical maximum amount of product (1.0 means a 100% yield; for example, 0.34 means a 34% yield). (1) The reactants are [Br:1][C:2]1[CH:7]=[CH:6][C:5]([N:8]2[CH2:13][CH2:12][NH:11][CH2:10][CH2:9]2)=[CH:4][CH:3]=1.[CH3:14][C:15]([CH3:17])=O.[BH-](OC(C)=O)(OC(C)=O)OC(C)=O.[Na+].CC(O)=O. The catalyst is ClCCCl.C1COCC1. The product is [Br:1][C:2]1[CH:3]=[CH:4][C:5]([N:8]2[CH2:13][CH2:12][N:11]([CH:15]([CH3:17])[CH3:14])[CH2:10][CH2:9]2)=[CH:6][CH:7]=1. The yield is 0.990. (2) The reactants are ClC(Cl)(O[C:5](=[O:11])OC(Cl)(Cl)Cl)Cl.[CH3:13][O:14][C:15]1[CH:20]=[CH:19][C:18]([C:21]2[N:22]=[C:23]([CH:33]3[CH2:38][CH2:37][NH:36][CH2:35][CH2:34]3)[O:24][C:25]=2[C:26]2[CH:31]=[CH:30][C:29]([CH3:32])=[CH:28][CH:27]=2)=[CH:17][CH:16]=1.C(N(CC)CC)C.Cl.Cl.[CH3:48][NH:49][OH:50]. The catalyst is ClCCl.O. The product is [CH3:13][O:14][C:15]1[CH:20]=[CH:19][C:18]([C:21]2[N:22]=[C:23]([CH:33]3[CH2:38][CH2:37][N:36]([C:5](=[O:11])[N:49]([OH:50])[CH3:48])[CH2:35][CH2:34]3)[O:24][C:25]=2[C:26]2[CH:31]=[CH:30][C:29]([CH3:32])=[CH:28][CH:27]=2)=[CH:17][CH:16]=1. The yield is 0.400.